Dataset: Catalyst prediction with 721,799 reactions and 888 catalyst types from USPTO. Task: Predict which catalyst facilitates the given reaction. (1) Reactant: [O:1]1[CH2:6][CH2:5][N:4]([S:7]([C:10]2[CH:11]=[C:12]([CH:17]=[CH:18][CH:19]=2)[C:13]([NH:15][NH2:16])=[O:14])(=[O:9])=[O:8])[CH2:3][CH2:2]1.[Cl:20][C:21]1[CH:22]=[CH:23][C:24]([OH:31])=[C:25]([C:27](=O)[CH2:28][CH3:29])[CH:26]=1. Product: [Cl:20][C:21]1[CH:22]=[CH:23][C:24]([OH:31])=[C:25](/[C:27](=[N:16]/[NH:15][C:13](=[O:14])[C:12]2[CH:17]=[CH:18][CH:19]=[C:10]([S:7]([N:4]3[CH2:5][CH2:6][O:1][CH2:2][CH2:3]3)(=[O:9])=[O:8])[CH:11]=2)/[CH2:28][CH3:29])[CH:26]=1. The catalyst class is: 130. (2) Reactant: [C:1]1([CH3:24])[CH:6]=[CH:5][CH:4]=[C:3]([S:7]([N:10]2[CH2:19][CH:18]=[CH:17][C:16]3[N:15]=[CH:14][C:13]([C:20]([O:22][CH3:23])=[O:21])=[CH:12][C:11]2=3)(=[O:9])=[O:8])[CH:2]=1. Product: [C:1]1([CH3:24])[CH:6]=[CH:5][CH:4]=[C:3]([S:7]([N:10]2[CH2:19][CH2:18][CH2:17][C:16]3[N:15]=[CH:14][C:13]([C:20]([O:22][CH3:23])=[O:21])=[CH:12][C:11]2=3)(=[O:9])=[O:8])[CH:2]=1. The catalyst class is: 5. (3) Reactant: [C:1](Cl)([C:14]1[CH:19]=[CH:18][CH:17]=[CH:16][CH:15]=1)([C:8]1[CH:13]=[CH:12][CH:11]=[CH:10][CH:9]=1)[C:2]1[CH:7]=[CH:6][CH:5]=[CH:4][CH:3]=1.Cl.[OH:22][CH2:23][C:24]1[N:25]=[CH:26][NH:27][CH:28]=1.C(N(CC)CC)C. The catalyst class is: 2. Product: [C:1]([N:27]1[CH:28]=[C:24]([CH2:23][OH:22])[N:25]=[CH:26]1)([C:14]1[CH:19]=[CH:18][CH:17]=[CH:16][CH:15]=1)([C:8]1[CH:13]=[CH:12][CH:11]=[CH:10][CH:9]=1)[C:2]1[CH:7]=[CH:6][CH:5]=[CH:4][CH:3]=1. (4) Reactant: [N+:1]([C:4]1[CH:28]=[CH:27][C:26]([O:29][C:30]([F:33])([F:32])[F:31])=[CH:25][C:5]=1[C:6]([NH:8][CH2:9][C:10]([NH:12][C@@H:13]1[CH2:17][CH2:16][N:15](CC2C=CC=CC=2)[CH2:14]1)=[O:11])=[O:7])([O-])=O.[N+]([O-])(O)=O.[H][H]. Product: [NH2:1][C:4]1[CH:28]=[CH:27][C:26]([O:29][C:30]([F:33])([F:31])[F:32])=[CH:25][C:5]=1[C:6]([NH:8][CH2:9][C:10]([NH:12][C@@H:13]1[CH2:17][CH2:16][NH:15][CH2:14]1)=[O:11])=[O:7]. The catalyst class is: 63.